This data is from Forward reaction prediction with 1.9M reactions from USPTO patents (1976-2016). The task is: Predict the product of the given reaction. (1) Given the reactants [CH2:1]([N:8]1[CH:12]=[C:11]([C:13](=O)[CH2:14][C:15]([O:17][CH2:18][CH3:19])=[O:16])[N:10]=[CH:9]1)[C:2]1[CH:7]=[CH:6][CH:5]=[CH:4][CH:3]=1.[CH3:21][O:22][C:23]1[CH:24]=C(O)C=[CH:27][CH:28]=1.S(=O)(=O)(O)O.P(Cl)(Cl)(Cl)=O, predict the reaction product. The product is: [CH2:1]([N:8]1[CH:12]=[C:11]([C:13]2[C:19]3[C:18](=[CH:24][C:23]([O:22][CH3:21])=[CH:28][CH:27]=3)[O:17][C:15](=[O:16])[CH:14]=2)[N:10]=[CH:9]1)[C:2]1[CH:7]=[CH:6][CH:5]=[CH:4][CH:3]=1. (2) Given the reactants Cl[CH2:2][C:3]1[CH:4]=[CH:5][C:6]2[S:11][C:10]3[N:12]=[CH:13][CH:14]=[N:15][C:9]=3[NH:8][C:7]=2[CH:16]=1.[C-:17]#[N:18].[Na+].C(OCC)(=O)C, predict the reaction product. The product is: [N:15]1[C:9]2[NH:8][C:7]3[CH:16]=[C:3]([CH2:2][C:17]#[N:18])[CH:4]=[CH:5][C:6]=3[S:11][C:10]=2[N:12]=[CH:13][CH:14]=1. (3) Given the reactants [Cl:1][C:2]1[N:10]([CH2:11][CH:12]=[CH2:13])[C:9]2[C:8](=[O:14])[NH:7][C:6](=[O:15])[N:5]([CH2:16][CH2:17][CH2:18][CH2:19][CH3:20])[C:4]=2[N:3]=1.[CH3:21][O:22][C:23]1[CH:24]=[C:25]([CH2:29][CH2:30][CH2:31]O)[CH:26]=[CH:27][CH:28]=1.C1(P(C2C=CC=CC=2)C2C=CC=CC=2)C=CC=CC=1.N(C(OC(C)(C)C)=O)=NC(OC(C)(C)C)=O, predict the reaction product. The product is: [Cl:1][C:2]1[N:10]([CH2:11][CH:12]=[CH2:13])[C:9]2[C:8](=[O:14])[N:7]([CH2:31][CH2:30][CH2:29][C:25]3[CH:26]=[CH:27][CH:28]=[C:23]([O:22][CH3:21])[CH:24]=3)[C:6](=[O:15])[N:5]([CH2:16][CH2:17][CH2:18][CH2:19][CH3:20])[C:4]=2[N:3]=1. (4) Given the reactants Cl.[CH3:2][NH:3][CH:4]1[C:10]2[CH:11]=[CH:12][CH:13]=[CH:14][C:9]=2[CH2:8][CH2:7][C:6]2[CH:15]=[CH:16][CH:17]=[CH:18][C:5]1=2.Br[CH2:20][CH2:21][O:22][C:23]1[CH:28]=[CH:27][C:26]([CH2:29][CH:30]([O:36][CH2:37][CH3:38])[C:31]([O:33][CH2:34][CH3:35])=[O:32])=[CH:25][CH:24]=1.C(=O)([O-])[O-].[K+].[K+].CN(C)C=O, predict the reaction product. The product is: [CH2:34]([O:33][C:31](=[O:32])[CH:30]([O:36][CH2:37][CH3:38])[CH2:29][C:26]1[CH:27]=[CH:28][C:23]([O:22][CH2:21][CH2:20][N:3]([CH:4]2[C:5]3[CH:18]=[CH:17][CH:16]=[CH:15][C:6]=3[CH2:7][CH2:8][C:9]3[CH:14]=[CH:13][CH:12]=[CH:11][C:10]2=3)[CH3:2])=[CH:24][CH:25]=1)[CH3:35]. (5) Given the reactants Br[C:2]1[S:6][C:5]([C:7]2[CH:12]=[CH:11][C:10]([Cl:13])=[CH:9][CH:8]=2)=[N:4][C:3]=1[CH:14]=[O:15].[CH3:16][O-:17].[Na+].O, predict the reaction product. The product is: [Cl:13][C:10]1[CH:11]=[CH:12][C:7]([C:5]2[S:6][C:2]([O:17][CH3:16])=[C:3]([CH:14]=[O:15])[N:4]=2)=[CH:8][CH:9]=1.